This data is from Kir2.1 potassium channel HTS with 301,493 compounds. The task is: Binary Classification. Given a drug SMILES string, predict its activity (active/inactive) in a high-throughput screening assay against a specified biological target. The compound is S=C(N1CCC(CC1)Cc1ccccc1)Nc1ccccc1. The result is 0 (inactive).